Dataset: Forward reaction prediction with 1.9M reactions from USPTO patents (1976-2016). Task: Predict the product of the given reaction. (1) The product is: [F:22][CH:2]([F:1])[O:3][C:4]1[CH:5]=[CH:6][C:7]([CH2:8][N:9]2[C:24](=[O:25])[C:23]([OH:27])=[C:13]([C:14]3[CH:19]=[CH:18][CH:17]=[CH:16][CH:15]=3)[S:10]2(=[O:12])=[O:11])=[CH:20][CH:21]=1. Given the reactants [F:1][CH:2]([F:22])[O:3][C:4]1[CH:21]=[CH:20][C:7]([CH2:8][NH:9][S:10]([CH2:13][C:14]2[CH:19]=[CH:18][CH:17]=[CH:16][CH:15]=2)(=[O:12])=[O:11])=[CH:6][CH:5]=1.[C:23](OCC)(=[O:27])[C:24]([O-])=[O:25].CC(C)([O-])C.[K+].Cl, predict the reaction product. (2) Given the reactants [CH3:1][CH:2]1[C:7]2[N:8]=[C:9](S(C)(=O)=O)[N:10]=[CH:11][C:6]=2[CH2:5][N:4]([C:16]([O:18][C:19]([CH3:22])([CH3:21])[CH3:20])=[O:17])[CH2:3]1.[NH:23]1[CH2:27][CH2:26][CH2:25][CH2:24]1, predict the reaction product. The product is: [CH3:1][CH:2]1[C:7]2[N:8]=[C:9]([N:23]3[CH2:27][CH2:26][CH2:25][CH2:24]3)[N:10]=[CH:11][C:6]=2[CH2:5][N:4]([C:16]([O:18][C:19]([CH3:22])([CH3:21])[CH3:20])=[O:17])[CH2:3]1. (3) Given the reactants [CH2:1]1[C@H:5]([N:6]2[C:11](=[O:12])[N:10]=[C:9]([NH2:13])[CH:8]=[CH:7]2)[O:4][C@H:3]([CH2:14][O:15][P:16]([OH:19])([OH:18])=[O:17])[C@H:2]1[O:20][P:21]([O:24][CH2:25][C@H:26]1[O:30][C@@H:29]([N:31]2[C:35]3[N:36]=[CH:37][N:38]=[C:39]([NH2:40])[C:34]=3[N:33]=[CH:32]2)[C@H:28]([OH:41])[C@@H:27]1[OH:42])([OH:23])=[O:22].[C:43]([O:47][C:48]([NH:50][C@@H:51]([CH2:58][S:59][S:60][C:61]([CH3:64])([CH3:63])[CH3:62])[C:52](OCC#N)=[O:53])=[O:49])([CH3:46])([CH3:45])[CH3:44], predict the reaction product. The product is: [C:43]([O:47][C:48]([NH:50][C@@H:51]([CH2:58][S:59][S:60][C:61]([CH3:64])([CH3:63])[CH3:62])[C:52]([O:42][C@H:27]1[C@@H:28]([OH:41])[C@H:29]([N:31]2[CH:32]=[N:33][C:34]3[C:35]2=[N:36][CH:37]=[N:38][C:39]=3[NH2:40])[O:30][C@@H:26]1[CH2:25][O:24][P:21]([O:20][C@H:2]1[CH2:1][C@H:5]([N:6]2[CH:7]=[CH:8][C:9]([NH2:13])=[N:10][C:11]2=[O:12])[O:4][C@@H:3]1[CH2:14][O:15][P:16]([OH:18])([OH:19])=[O:17])([OH:23])=[O:22])=[O:53])=[O:49])([CH3:46])([CH3:45])[CH3:44]. (4) Given the reactants Br[C:2]1[CH:3]=[C:4]([CH:25]=[CH:26][N:27]=1)[C:5]([NH:7][C:8]1[S:9][C:10]2[C:16]([N:17]3[CH2:22][CH2:21][O:20][CH2:19][CH2:18]3)=[CH:15][CH:14]=[C:13]([O:23][CH3:24])[C:11]=2[N:12]=1)=[O:6].C(=O)([O-])[O-].[Cs+].[Cs+].[CH3:34][O:35][CH2:36][CH2:37][NH:38][CH2:39][CH3:40], predict the reaction product. The product is: [CH2:39]([N:38]([CH2:37][CH2:36][O:35][CH3:34])[C:2]1[CH:3]=[C:4]([CH:25]=[CH:26][N:27]=1)[C:5]([NH:7][C:8]1[S:9][C:10]2[C:16]([N:17]3[CH2:18][CH2:19][O:20][CH2:21][CH2:22]3)=[CH:15][CH:14]=[C:13]([O:23][CH3:24])[C:11]=2[N:12]=1)=[O:6])[CH3:40]. (5) Given the reactants [CH3:1][C:2]1[CH:3]=[N:4][NH:5][CH:6]=1.C(N(CC)CC)C.[C:14](O[C:14]([O:16][C:17]([CH3:20])([CH3:19])[CH3:18])=[O:15])([O:16][C:17]([CH3:20])([CH3:19])[CH3:18])=[O:15], predict the reaction product. The product is: [C:17]([O:16][C:14]([N:4]1[CH:3]=[C:2]([CH3:1])[CH:6]=[N:5]1)=[O:15])([CH3:20])([CH3:19])[CH3:18]. (6) Given the reactants C[O:2][C:3]([C:5]1[C:6](=[O:26])[NH:7][C:8]2[C:13]([CH:14]=1)=[CH:12][C:11]([O:15][CH2:16][CH2:17][N:18]1[CH2:23][CH2:22][O:21][CH2:20][CH2:19]1)=[C:10]([O:24][CH3:25])[CH:9]=2)=[O:4].[OH-].[Na+].O.Cl, predict the reaction product. The product is: [CH3:25][O:24][C:10]1[CH:9]=[C:8]2[C:13]([CH:14]=[C:5]([C:3]([OH:4])=[O:2])[C:6](=[O:26])[NH:7]2)=[CH:12][C:11]=1[O:15][CH2:16][CH2:17][N:18]1[CH2:23][CH2:22][O:21][CH2:20][CH2:19]1. (7) The product is: [CH:1]([C:3]1[CH:4]=[CH:5][C:6]([N:9]2[C:13]([C:22](=[O:24])[CH3:23])=[N:12][CH:11]=[N:10]2)=[CH:7][CH:8]=1)=[CH2:2]. Given the reactants [CH:1]([C:3]1[CH:8]=[CH:7][C:6]([N:9]2[CH:13]=[N:12][CH:11]=[N:10]2)=[CH:5][CH:4]=1)=[CH2:2].[Li]CCCC.CON(C)[C:22](=[O:24])[CH3:23], predict the reaction product. (8) Given the reactants FC(F)(F)C(O)=O.[NH2:8][CH2:9][C:10]1[N:15]=[C:14]([C:16]2[S:17][C:18]3[CH:26]=[CH:25][CH:24]=[CH:23][C:19]=3[C:20](=[O:22])[N:21]=2)[CH:13]=[CH:12][CH:11]=1.[C:27](Cl)(=[O:31])[CH:28]([CH3:30])[CH3:29].C(OCC)(=O)C.O, predict the reaction product. The product is: [CH3:29][CH:28]([CH3:30])[C:27]([NH:8][CH2:9][C:10]1[CH:11]=[CH:12][CH:13]=[C:14]([C:16]2[S:17][C:18]3[CH:26]=[CH:25][CH:24]=[CH:23][C:19]=3[C:20](=[O:22])[N:21]=2)[N:15]=1)=[O:31]. (9) Given the reactants [CH3:1][O:2][C:3]([C@@:5]12[CH2:14][N:13]([S:15]([C:18]3[CH:19]=[N:20][C:21](Cl)=[CH:22][CH:23]=3)(=[O:17])=[O:16])[CH2:12][CH2:11][C:10]1=[CH:9][C:8]1[N:25]([C:28]3[CH:33]=[CH:32][C:31]([F:34])=[CH:30][CH:29]=3)[N:26]=[CH:27][C:7]=1[CH2:6]2)=[O:4].[C:35](=O)([O-])[O-:36].[Cs+].[Cs+], predict the reaction product. The product is: [CH3:1][O:2][C:3]([C@@:5]12[CH2:14][N:13]([S:15]([C:18]3[CH:19]=[N:20][C:21]([O:36][CH3:35])=[CH:22][CH:23]=3)(=[O:17])=[O:16])[CH2:12][CH2:11][C:10]1=[CH:9][C:8]1[N:25]([C:28]3[CH:33]=[CH:32][C:31]([F:34])=[CH:30][CH:29]=3)[N:26]=[CH:27][C:7]=1[CH2:6]2)=[O:4]. (10) The product is: [Br:12][C:13]1[CH:22]=[C:21]2[C:16]([C:17]3[N:25]4[CH:26]([CH3:31])[CH2:27][CH2:28][O:29][CH2:30][C:24]4=[N:23][C:18]=3[CH:19]=[N+:20]2[O-:9])=[CH:15][CH:14]=1. Given the reactants C1C=C(Cl)C=C(C(OO)=[O:9])C=1.[Br:12][C:13]1[CH:22]=[C:21]2[C:16]([C:17]3[N:25]4[CH:26]([CH3:31])[CH2:27][CH2:28][O:29][CH2:30][C:24]4=[N:23][C:18]=3[CH:19]=[N:20]2)=[CH:15][CH:14]=1.[OH-].[NH4+], predict the reaction product.